Task: Predict the reaction yield, written as a fraction of the theoretical maximum amount of product (1.0 means a 100% yield; for example, 0.34 means a 34% yield).. Dataset: Reaction yield outcomes from USPTO patents with 853,638 reactions (1) The yield is 1.00. The reactants are [F:1][C:2]1[CH:3]=[C:4]([CH:9]2[C:17]3[O:16][C:15](=O)[NH:14][C:13](=[O:19])[C:12]=3[CH2:11][CH2:10]2)[CH:5]=[CH:6][C:7]=1[F:8].[OH-].[NH4+:21]. No catalyst specified. The product is [F:1][C:2]1[CH:3]=[C:4]([CH:9]2[C:17]3[NH:21][C:15](=[O:16])[NH:14][C:13](=[O:19])[C:12]=3[CH2:11][CH2:10]2)[CH:5]=[CH:6][C:7]=1[F:8]. (2) The reactants are [CH2:1]([N:8]1[C:16]2[C:11](=[CH:12][CH:13]=[CH:14][CH:15]=2)[C@:10]2([CH2:18][C@H:17]2[C:19]2[CH:27]=[C:26]3[C:22]([CH:23]=[N:24][N:25]3[CH2:28][C:29]3[CH:34]=[CH:33][CH:32]=[CH:31][CH:30]=3)=[CH:21][CH:20]=2)[C:9]1=[O:35])[C:2]1[CH:7]=[CH:6][CH:5]=[CH:4][CH:3]=1.CS([O:40][C@@H:41](C1C=C2C(C=NN2CC2C=CC=CC=2)=CC=1)COS(C)(=O)=O)(=O)=O.C(N1C2C(=CC(OC)=CC=2)CC1=O)C1C=CC=CC=1. No catalyst specified. The product is [CH2:1]([N:8]1[C:16]2[C:11](=[CH:12][C:13]([O:40][CH3:41])=[CH:14][CH:15]=2)[C@:10]2([CH2:18][C@H:17]2[C:19]2[CH:27]=[C:26]3[C:22]([CH:23]=[N:24][N:25]3[CH2:28][C:29]3[CH:34]=[CH:33][CH:32]=[CH:31][CH:30]=3)=[CH:21][CH:20]=2)[C:9]1=[O:35])[C:2]1[CH:7]=[CH:6][CH:5]=[CH:4][CH:3]=1. The yield is 0.520. (3) The reactants are [C:1]12[C:7](=[CH:8][CH:9]=[CH:10][CH:11]=1)[NH:6][C:5](=[O:12])[O:4][C:2]2=[O:3].C1(P(C2C=CC=CC=2)C2C=CC=CC=2)C=CC=CC=1.[O:32]1[CH2:36][CH2:35][CH:34]([CH2:37]O)[CH2:33]1.N(C(OC(C)C)=O)=NC(OC(C)C)=O. The catalyst is C(Cl)Cl. The product is [O:32]1[CH2:36][CH2:35][CH:34]([CH2:37][N:6]2[C:7]3[CH:8]=[CH:9][CH:10]=[CH:11][C:1]=3[C:2](=[O:3])[O:4][C:5]2=[O:12])[CH2:33]1. The yield is 0.150. (4) The reactants are Br[C:2]1[CH:3]=[CH:4][C:5]([C:8]#[N:9])=[N:6][CH:7]=1.[CH3:10][S-:11].[Na+].C(=O)([O-])[O-].[K+].[K+]. No catalyst specified. The product is [CH3:10][S:11][C:2]1[CH:3]=[CH:4][C:5]([C:8]#[N:9])=[N:6][CH:7]=1. The yield is 0.990. (5) The reactants are [CH3:1][NH:2][CH3:3].[CH:4]([O:7][C:8]([N:10]1[C:19]2[C:14](=[N:15][C:16](Br)=[CH:17][CH:18]=2)[C@H:13]([N:21]([C:37](=[O:39])[CH3:38])[CH2:22][C:23]2[CH:28]=[C:27]([C:29]([F:32])([F:31])[F:30])[CH:26]=[C:25]([C:33]([F:36])([F:35])[F:34])[CH:24]=2)[CH2:12][C@@H:11]1[CH2:40][CH3:41])=[O:9])([CH3:6])[CH3:5]. The catalyst is O.CS(C)=O. The product is [CH:4]([O:7][C:8]([N:10]1[C:19]2[C:14](=[N:15][C:16]([N:2]([CH3:3])[CH3:1])=[CH:17][CH:18]=2)[C@H:13]([N:21]([C:37](=[O:39])[CH3:38])[CH2:22][C:23]2[CH:28]=[C:27]([C:29]([F:32])([F:31])[F:30])[CH:26]=[C:25]([C:33]([F:36])([F:35])[F:34])[CH:24]=2)[CH2:12][C@@H:11]1[CH2:40][CH3:41])=[O:9])([CH3:6])[CH3:5]. The yield is 0.570. (6) The reactants are Cl[C:2]1[C:7]([CH3:8])=[C:6]([Cl:9])[N:5]=[CH:4][N:3]=1.[NH2:10][CH2:11][C@@H:12]([C:24]([O:26][C:27]([CH3:30])([CH3:29])[CH3:28])=[O:25])[NH:13][C:14]([O:16][CH2:17][C:18]1[CH:23]=[CH:22][CH:21]=[CH:20][CH:19]=1)=[O:15]. The catalyst is CN(C)C=O.C(N(C(C)C)CC)(C)C. The yield is 0.530. The product is [CH3:30][C:27]([O:26][C:24](=[O:25])[C@H:12]([CH2:11][NH:10][C:2]1[C:7]([CH3:8])=[C:6]([Cl:9])[N:5]=[CH:4][N:3]=1)[NH:13][C:14]([O:16][CH2:17][C:18]1[CH:23]=[CH:22][CH:21]=[CH:20][CH:19]=1)=[O:15])([CH3:28])[CH3:29]. (7) The reactants are I[C:2]1[CH:7]=[CH:6][N:5]=[C:4]2[NH:8][N:9]=[CH:10][C:3]=12.C([Mg][Cl:15])(C)C.[Cl:16][C:17]1[CH:22]=[CH:21][C:20]([S:23]([N:26]([C:30]2[C:31]([CH:37]=[O:38])=[N:32][CH:33]=[C:34](C)[CH:35]=2)COC)(=[O:25])=[O:24])=[CH:19][C:18]=1[C:39]([F:42])([F:41])[F:40]. The catalyst is C1COCC1. The product is [Cl:16][C:17]1[CH:22]=[CH:21][C:20]([S:23]([NH:26][C:30]2[C:31]([CH:37]([OH:38])[C:2]3[CH:7]=[CH:6][N:5]=[C:4]4[NH:8][N:9]=[CH:10][C:3]=34)=[N:32][CH:33]=[C:34]([Cl:15])[CH:35]=2)(=[O:25])=[O:24])=[CH:19][C:18]=1[C:39]([F:42])([F:41])[F:40]. The yield is 0.500. (8) The reactants are N1C=C[N:4]2[CH:9]=[C:8]([CH:10]([N:16]3[CH2:21][CH2:20][N:19]([CH3:22])[CH2:18][CH2:17]3)[C:11]([O:13][CH2:14][CH3:15])=[O:12])[CH:7]=[CH:6][C:5]=12.O[CH:24](C1C(C)=NC=CC=1)C(OCC)=O. No catalyst specified. The product is [CH3:22][N:19]1[CH2:18][CH2:17][N:16]([CH:10]([C:8]2[C:9]([CH3:24])=[N:4][CH:5]=[CH:6][CH:7]=2)[C:11]([O:13][CH2:14][CH3:15])=[O:12])[CH2:21][CH2:20]1. The yield is 0.450.